From a dataset of Forward reaction prediction with 1.9M reactions from USPTO patents (1976-2016). Predict the product of the given reaction. Given the reactants C([O:3][C:4]([C:6]1([S:11]([C:14]2[CH:19]=[CH:18][C:17]([O:20][CH3:21])=[CH:16][CH:15]=2)(=[O:13])=[O:12])[CH2:10][CH2:9][CH2:8][CH2:7]1)=[O:5])C.C(OC(=O)CS(C1C=CC(OC)=CC=1)(=O)=O)C.BrCCCCBr, predict the reaction product. The product is: [CH3:21][O:20][C:17]1[CH:18]=[CH:19][C:14]([S:11]([C:6]2([C:4]([OH:5])=[O:3])[CH2:10][CH2:9][CH2:8][CH2:7]2)(=[O:13])=[O:12])=[CH:15][CH:16]=1.